Dataset: Reaction yield outcomes from USPTO patents with 853,638 reactions. Task: Predict the reaction yield, written as a fraction of the theoretical maximum amount of product (1.0 means a 100% yield; for example, 0.34 means a 34% yield). The reactants are Cl[C:2]1[CH:7]=[CH:6][N:5]2[C:8]([C:11]3[CH:12]=[C:13]([NH:17][C:18]([NH:20][CH2:21][C:22]([F:25])([F:24])[F:23])=[O:19])[CH:14]=[CH:15][CH:16]=3)=[CH:9][N:10]=[C:4]2[CH:3]=1.CC1(C)C(C)(C)OB([C:34]2[CH:40]=[CH:39][CH:38]=[CH:37][C:35]=2[NH2:36])O1.C(=O)([O-])[O-].[Cs+].[Cs+]. The catalyst is C1COCC1.O.CC(C)([P](C(C)(C)C)([Pd][P](C(C)(C)C)(C(C)(C)C)C(C)(C)C)C(C)(C)C)C. The product is [NH2:36][C:35]1[CH:37]=[CH:38][CH:39]=[CH:40][C:34]=1[C:2]1[CH:7]=[CH:6][N:5]2[C:8]([C:11]3[CH:12]=[C:13]([NH:17][C:18]([NH:20][CH2:21][C:22]([F:25])([F:24])[F:23])=[O:19])[CH:14]=[CH:15][CH:16]=3)=[CH:9][N:10]=[C:4]2[CH:3]=1. The yield is 0.900.